From a dataset of Reaction yield outcomes from USPTO patents with 853,638 reactions. Predict the reaction yield, written as a fraction of the theoretical maximum amount of product (1.0 means a 100% yield; for example, 0.34 means a 34% yield). The reactants are Br[C:2]1[C:7](=[O:8])[N:6]([CH2:9][C:10]2[CH:15]=[CH:14][C:13]([C:16]3[C:17]([C:22]#[N:23])=[CH:18][CH:19]=[CH:20][CH:21]=3)=[CH:12][CH:11]=2)[C:5]([CH2:24][CH2:25][CH2:26][CH3:27])=[N:4][C:3]=1[CH3:28].[CH3:29][C:30]1([CH3:42])[CH2:34][C:33]2[CH:35]=[C:36](B(O)O)[CH:37]=[CH:38][C:32]=2[O:31]1.C(=O)([O-])[O-].[Cs+].[Cs+]. The catalyst is O1CCOCC1.C(OCC)(=O)C.C1C=CC(P(C2C=CC=CC=2)[C-]2C=CC=C2)=CC=1.C1C=CC(P(C2C=CC=CC=2)[C-]2C=CC=C2)=CC=1.Cl[Pd]Cl.[Fe+2]. The product is [CH2:24]([C:5]1[N:6]([CH2:9][C:10]2[CH:15]=[CH:14][C:13]([C:16]3[C:17]([C:22]#[N:23])=[CH:18][CH:19]=[CH:20][CH:21]=3)=[CH:12][CH:11]=2)[C:7](=[O:8])[C:2]([C:36]2[CH:37]=[CH:38][C:32]3[O:31][C:30]([CH3:29])([CH3:42])[CH2:34][C:33]=3[CH:35]=2)=[C:3]([CH3:28])[N:4]=1)[CH2:25][CH2:26][CH3:27]. The yield is 0.820.